Dataset: Reaction yield outcomes from USPTO patents with 853,638 reactions. Task: Predict the reaction yield, written as a fraction of the theoretical maximum amount of product (1.0 means a 100% yield; for example, 0.34 means a 34% yield). (1) The reactants are [Br:1][C:2]1[CH:7]=[CH:6][C:5]([S:8]([N:11]2[CH2:16][CH2:15][C:14]([CH2:18][NH:19][CH:20]3[CH2:23][O:22][CH2:21]3)([OH:17])[CH2:13][CH2:12]2)(=[O:10])=[O:9])=[CH:4][CH:3]=1.C(N(CC)C(C)C)(C)C.Cl[CH2:34][C:35](Cl)=[O:36].[H-].[Na+]. The catalyst is ClCCl. The product is [Br:1][C:2]1[CH:7]=[CH:6][C:5]([S:8]([N:11]2[CH2:16][CH2:15][C:14]3([O:17][CH2:34][C:35](=[O:36])[N:19]([CH:20]4[CH2:23][O:22][CH2:21]4)[CH2:18]3)[CH2:13][CH2:12]2)(=[O:9])=[O:10])=[CH:4][CH:3]=1. The yield is 0.980. (2) The reactants are [CH2:1]([O:3][C:4]1[CH:11]=[CH:10][C:9]([N+:12]([O-:14])=[O:13])=[CH:8][C:5]=1[CH:6]=O)[CH3:2].[CH3:15][O:16][C:17]1[CH:18]=[C:19]([CH:23]=[CH:24][C:25]=1[O:26][CH3:27])[CH2:20][C:21]#[N:22]. No catalyst specified. The product is [CH3:15][O:16][C:17]1[CH:18]=[C:19](/[C:20](=[CH:6]/[C:5]2[CH:8]=[C:9]([N+:12]([O-:14])=[O:13])[CH:10]=[CH:11][C:4]=2[O:3][CH2:1][CH3:2])/[C:21]#[N:22])[CH:23]=[CH:24][C:25]=1[O:26][CH3:27]. The yield is 0.450. (3) The reactants are C([O-])(=O)C.C([O:8][CH2:9][C:10]1[C:11]([N:42]2[CH2:54][CH2:53][N:45]3[C:46]4[CH2:47][CH2:48][CH2:49][CH2:50][C:51]=4[CH:52]=[C:44]3[C:43]2=[O:55])=[N:12][CH:13]=[CH:14][C:15]=1[C:16]1[CH:21]=[C:20]([NH:22][C:23]2[CH:28]=[CH:27][C:26]([N:29]3[CH2:34][CH2:33][N:32]([CH:35]4[CH2:38][O:37][CH2:36]4)[CH2:31][C@@H:30]3[CH3:39])=[CH:25][N:24]=2)[C:19](=[O:40])[N:18]([CH3:41])[CH:17]=1)(=O)C.O[Li].O. The catalyst is CC(O)C.C1COCC1.O. The product is [OH:8][CH2:9][C:10]1[C:11]([N:42]2[CH2:54][CH2:53][N:45]3[C:46]4[CH2:47][CH2:48][CH2:49][CH2:50][C:51]=4[CH:52]=[C:44]3[C:43]2=[O:55])=[N:12][CH:13]=[CH:14][C:15]=1[C:16]1[CH:21]=[C:20]([NH:22][C:23]2[CH:28]=[CH:27][C:26]([N:29]3[CH2:34][CH2:33][N:32]([CH:35]4[CH2:38][O:37][CH2:36]4)[CH2:31][C@@H:30]3[CH3:39])=[CH:25][N:24]=2)[C:19](=[O:40])[N:18]([CH3:41])[CH:17]=1. The yield is 0.850. (4) The reactants are [NH2:1][C:2]1[C:7]2=[C:8]([C:16]3[CH:21]=[CH:20][CH:19]=[C:18]([O:22][CH2:23][C:24]4[CH:29]=[CH:28][CH:27]=[CH:26][CH:25]=4)[CH:17]=3)[CH:9]=[C:10]([CH2:11][CH2:12][CH2:13][CH2:14]O)[N:6]2[N:5]=[CH:4][N:3]=1.C(N(CC)CC)C.CS(Cl)(=O)=O.C(=O)([O-])[O-].[K+].[K+].[NH:48]1[CH2:53][CH2:52][CH2:51][CH2:50][CH2:49]1. The catalyst is ClCCl. The product is [CH2:23]([O:22][C:18]1[CH:17]=[C:16]([C:8]2[CH:9]=[C:10]([CH2:11][CH2:12][CH2:13][CH2:14][N:48]3[CH2:53][CH2:52][CH2:51][CH2:50][CH2:49]3)[N:6]3[C:7]=2[C:2]([NH2:1])=[N:3][CH:4]=[N:5]3)[CH:21]=[CH:20][CH:19]=1)[C:24]1[CH:29]=[CH:28][CH:27]=[CH:26][CH:25]=1. The yield is 0.0500.